Dataset: Full USPTO retrosynthesis dataset with 1.9M reactions from patents (1976-2016). Task: Predict the reactants needed to synthesize the given product. (1) Given the product [NH2:1][CH2:4][C@@H:5]1[C@H:9]2[O:10][C:11]([CH3:14])([CH3:13])[O:12][C@H:8]2[C@H:7]([N:15]2[C:19]3[N:20]=[CH:21][N:22]=[C:23]([NH2:24])[C:18]=3[CH:17]=[CH:16]2)[CH2:6]1, predict the reactants needed to synthesize it. The reactants are: [N:1]([CH2:4][C@@H:5]1[C@H:9]2[O:10][C:11]([CH3:14])([CH3:13])[O:12][C@H:8]2[C@H:7]([N:15]2[C:19]3[N:20]=[CH:21][N:22]=[C:23]([NH2:24])[C:18]=3[CH:17]=[CH:16]2)[CH2:6]1)=[N+]=[N-].P(C)(C)C. (2) The reactants are: [NH2:1][C:2]1[C:3]([N+:11]([O-])=O)=[CH:4][C:5]2[O:9][CH2:8][CH2:7][C:6]=2[CH:10]=1.[H][H]. Given the product [NH2:1][C:2]1[C:3]([NH2:11])=[CH:4][C:5]2[O:9][CH2:8][CH2:7][C:6]=2[CH:10]=1, predict the reactants needed to synthesize it. (3) Given the product [Cl:24][C:20]1[CH:19]=[C:18]([CH:23]=[CH:22][CH:21]=1)[O:17][C:13]1[CH:14]=[C:15]2[C:10](=[CH:11][CH:12]=1)[N:9]([C:25]1[CH:30]=[CH:29][C:28]([CH3:31])=[C:27]([N+:32]([O-:34])=[O:33])[CH:26]=1)[C:8]([C:6]([OH:7])=[O:5])=[CH:16]2, predict the reactants needed to synthesize it. The reactants are: [OH-].[Na+].C([O:5][C:6]([C:8]1[N:9]([C:25]2[CH:30]=[CH:29][C:28]([CH3:31])=[C:27]([N+:32]([O-:34])=[O:33])[CH:26]=2)[C:10]2[C:15]([CH:16]=1)=[CH:14][C:13]([O:17][C:18]1[CH:23]=[CH:22][CH:21]=[C:20]([Cl:24])[CH:19]=1)=[CH:12][CH:11]=2)=[O:7])C.Cl. (4) Given the product [CH2:20]([C:19]([C:16]1[CH:17]=[CH:18][C:13]([C:10]2[CH:11]=[CH:12][C:7]([CH2:6][C:5]([OH:40])=[O:4])=[CH:8][CH:9]=2)=[C:14]([CH3:39])[CH:15]=1)([C:22]1[CH:27]=[CH:26][C:25]([CH2:28][CH2:29][CH:30]([OH:35])[C:31]([CH3:33])([CH3:34])[CH3:32])=[C:24]([CH3:36])[CH:23]=1)[CH2:37][CH3:38])[CH3:21], predict the reactants needed to synthesize it. The reactants are: [OH-].[Na+].C[O:4][C:5](=[O:40])[CH2:6][C:7]1[CH:12]=[CH:11][C:10]([C:13]2[CH:18]=[CH:17][C:16]([C:19]([CH2:37][CH3:38])([C:22]3[CH:27]=[CH:26][C:25]([CH2:28][CH2:29][CH:30]([OH:35])[C:31]([CH3:34])([CH3:33])[CH3:32])=[C:24]([CH3:36])[CH:23]=3)[CH2:20][CH3:21])=[CH:15][C:14]=2[CH3:39])=[CH:9][CH:8]=1.Cl. (5) The reactants are: Cl.[NH:2]1[CH2:7][CH2:6][CH:5]([C:8]([C:10]2[CH:11]=[N:12][CH:13]=[CH:14][CH:15]=2)=[O:9])[CH2:4][CH2:3]1.[C:16](O[C:16]([O:18][C:19]([CH3:22])([CH3:21])[CH3:20])=[O:17])([O:18][C:19]([CH3:22])([CH3:21])[CH3:20])=[O:17].CCN(CC)CC. Given the product [C:8]([CH:5]1[CH2:6][CH2:7][N:2]([C:16]([O:18][C:19]([CH3:22])([CH3:21])[CH3:20])=[O:17])[CH2:3][CH2:4]1)(=[O:9])[C:10]1[CH:15]=[CH:14][CH:13]=[N:12][CH:11]=1, predict the reactants needed to synthesize it.